From a dataset of Catalyst prediction with 721,799 reactions and 888 catalyst types from USPTO. Predict which catalyst facilitates the given reaction. (1) Reactant: Cl.Cl.[CH3:3][C:4]1[N:8]([CH:9]2[CH2:15][CH:14]3[N:16]([CH2:17][CH2:18][C:19]4([C:25]5[CH:30]=[CH:29][CH:28]=[C:27]([C:31]([F:34])([F:33])[F:32])[CH:26]=5)[CH2:24][CH2:23][NH:22][CH2:21][CH2:20]4)[CH:11]([CH2:12][CH2:13]3)[CH2:10]2)[C:7]2[CH:35]=[CH:36][CH:37]=[CH:38][C:6]=2[N:5]=1.C(N(CC)CC)C.[NH2:46][S:47]([C:50]1[CH:51]=[C:52]([CH:56]=[CH:57][C:58]=1[Cl:59])[C:53](Cl)=[O:54])(=[O:49])=[O:48]. Product: [Cl:59][C:58]1[CH:57]=[CH:56][C:52]([C:53]([N:22]2[CH2:23][CH2:24][C:19]([CH2:18][CH2:17][N:16]3[C@H:11]4[CH2:12][CH2:13][C@@H:14]3[CH2:15][CH:9]([N:8]3[C:7]5[CH:35]=[CH:36][CH:37]=[CH:38][C:6]=5[N:5]=[C:4]3[CH3:3])[CH2:10]4)([C:25]3[CH:30]=[CH:29][CH:28]=[C:27]([C:31]([F:33])([F:32])[F:34])[CH:26]=3)[CH2:20][CH2:21]2)=[O:54])=[CH:51][C:50]=1[S:47]([NH2:46])(=[O:49])=[O:48]. The catalyst class is: 4. (2) Reactant: CN.[CH:3]1[N:7]=[CH:6][N:5]([C:8]([N:10]2C=NC=[CH:11]2)=[O:9])[CH:4]=1. Product: [CH3:11][NH:10][C:8]([N:5]1[CH:4]=[CH:3][N:7]=[CH:6]1)=[O:9]. The catalyst class is: 1. (3) Reactant: Cl[CH2:2][C:3]1[CH:4]=[CH:5][C:6]2[O:11][C:10]([F:13])([F:12])[O:9]C(F)(F)[C:7]=2[CH:16]=1.[C-:17]#[N:18].[Na+]. Product: [F:13][C:10]1([F:12])[O:11][C:6]2[CH:5]=[CH:4][C:3]([CH2:2][C:17]#[N:18])=[CH:16][C:7]=2[O:9]1. The catalyst class is: 16. (4) Reactant: [NH2:1][C:2]1[CH:3]=[C:4]([CH:8]2[C:17]([CH3:19])([CH3:18])[CH2:16][C:15]3[C:10](=[CH:11][CH:12]=[C:13]([C:20]([OH:22])=[O:21])[CH:14]=3)[NH:9]2)[CH:5]=[CH:6][CH:7]=1.[C:23]([NH:26][C:27]1[CH:32]=[CH:31][C:30]([S:33](Cl)(=[O:35])=[O:34])=[CH:29][CH:28]=1)(=[O:25])[CH3:24].C(OCC)(=O)C. Product: [C:23]([NH:26][C:27]1[CH:28]=[CH:29][C:30]([S:33]([NH:1][C:2]2[CH:3]=[C:4]([CH:8]3[C:17]([CH3:18])([CH3:19])[CH2:16][C:15]4[C:10](=[CH:11][CH:12]=[C:13]([C:20]([OH:22])=[O:21])[CH:14]=4)[NH:9]3)[CH:5]=[CH:6][CH:7]=2)(=[O:35])=[O:34])=[CH:31][CH:32]=1)(=[O:25])[CH3:24]. The catalyst class is: 17. (5) Reactant: [F:1][C:2]([F:11])([F:10])[CH:3]1[CH2:8][CH2:7][C:6](=O)[CH2:5][CH2:4]1.C[Si]([N-][Si](C)(C)C)(C)C.[Li+].FC(F)(F)S(N(C1C=CC(Cl)=CN=1)S(C(F)(F)F)(=O)=O)(=O)=O.[CH2:44]([O:46][C:47]([C:49]1[CH:54]=[CH:53][C:52](B(O)O)=[CH:51][CH:50]=1)=[O:48])[CH3:45].C(=O)([O-])[O-].[Na+].[Na+]. Product: [F:1][C:2]([F:11])([F:10])[CH:3]1[CH2:8][CH2:7][C:6]([C:52]2[CH:53]=[CH:54][C:49]([C:47]([O:46][CH2:44][CH3:45])=[O:48])=[CH:50][CH:51]=2)=[CH:5][CH2:4]1. The catalyst class is: 577. (6) Reactant: [C:1]([O:5][C:6]([N:8]1[CH2:13][C:12](=[O:14])[CH2:11][CH2:10][CH:9]1[C:15]([OH:17])=[O:16])=[O:7])([CH3:4])([CH3:3])[CH3:2].[CH3:18][Si](C=[N+]=[N-])(C)C. Product: [C:1]([O:5][C:6]([N:8]1[CH2:13][C:12](=[O:14])[CH2:11][CH2:10][CH:9]1[C:15]([O:17][CH3:18])=[O:16])=[O:7])([CH3:4])([CH3:2])[CH3:3]. The catalyst class is: 224. (7) The catalyst class is: 4. Reactant: [OH:1][C:2]1[CH:7]=[CH:6][C:5]([CH:8]2[CH2:13][CH2:12][CH:11]([CH2:14][C:15]([O:17][CH3:18])=[O:16])[CH2:10][CH2:9]2)=[CH:4][CH:3]=1.C(N(C(C)C)CC)(C)C.[S:28](O[S:28]([C:31]([F:34])([F:33])[F:32])(=[O:30])=[O:29])([C:31]([F:34])([F:33])[F:32])(=[O:30])=[O:29]. Product: [F:32][C:31]([F:34])([F:33])[S:28]([O:1][C:2]1[CH:3]=[CH:4][C:5]([CH:8]2[CH2:9][CH2:10][CH:11]([CH2:14][C:15]([O:17][CH3:18])=[O:16])[CH2:12][CH2:13]2)=[CH:6][CH:7]=1)(=[O:30])=[O:29].